From a dataset of Peptide-MHC class I binding affinity with 185,985 pairs from IEDB/IMGT. Regression. Given a peptide amino acid sequence and an MHC pseudo amino acid sequence, predict their binding affinity value. This is MHC class I binding data. (1) The binding affinity (normalized) is 0.526. The MHC is HLA-A31:01 with pseudo-sequence HLA-A31:01. The peptide sequence is RVYINVVVK. (2) The peptide sequence is YFTEVYYQL. The MHC is HLA-A23:01 with pseudo-sequence HLA-A23:01. The binding affinity (normalized) is 0.772. (3) The peptide sequence is VQTIVFIWFI. The MHC is HLA-A23:01 with pseudo-sequence HLA-A23:01. The binding affinity (normalized) is 0.0390. (4) The peptide sequence is SADNHPKMIK. The MHC is HLA-A03:01 with pseudo-sequence HLA-A03:01. The binding affinity (normalized) is 0.740. (5) The peptide sequence is YLIRALTL. The MHC is HLA-A02:01 with pseudo-sequence HLA-A02:01. The binding affinity (normalized) is 0.408. (6) The peptide sequence is KSIEQHPVV. The MHC is HLA-A30:01 with pseudo-sequence HLA-A30:01. The binding affinity (normalized) is 0.908. (7) The peptide sequence is DLSLGNQEL. The MHC is HLA-A02:06 with pseudo-sequence HLA-A02:06. The binding affinity (normalized) is 0.425. (8) The peptide sequence is LPVCAFSSA. The MHC is H-2-Ld with pseudo-sequence H-2-Ld. The binding affinity (normalized) is 0.347. (9) The peptide sequence is AAVIIMAINV. The MHC is HLA-A02:06 with pseudo-sequence HLA-A02:06. The binding affinity (normalized) is 0.436.